This data is from Forward reaction prediction with 1.9M reactions from USPTO patents (1976-2016). The task is: Predict the product of the given reaction. (1) Given the reactants [ClH:1].[CH2:2]([C:6]1[N:7]=[C:8]([NH2:11])[NH:9][CH:10]=1)[CH2:3][C:4]#[CH:5].[N:12]([CH2:15][C:16]([CH3:24])=[CH:17][C:18]1[CH:23]=[CH:22][CH:21]=[CH:20][CH:19]=1)=[N+:13]=[N-:14], predict the reaction product. The product is: [ClH:1].[CH3:24][C:16](=[CH:17][C:18]1[CH:23]=[CH:22][CH:21]=[CH:20][CH:19]=1)[CH2:15][N:12]1[CH:5]=[C:4]([CH2:3][CH2:2][C:6]2[N:7]=[C:8]([NH2:11])[NH:9][CH:10]=2)[N:14]=[N:13]1. (2) Given the reactants [OH:1][C:2]1[C:7]([O:8]C)=[CH:6][C:5]([C:10]#[N:11])=[C:4]([C:12]2[CH:17]=[CH:16][CH:15]=[C:14]([C:18]([N:20]3[CH2:25][CH2:24][O:23][CH2:22][CH2:21]3)=[O:19])[CH:13]=2)[C:3]=1[C:26]#[N:27].B(Br)(Br)Br.CO, predict the reaction product. The product is: [OH:1][C:2]1[C:7]([OH:8])=[CH:6][C:5]([C:10]#[N:11])=[C:4]([C:12]2[CH:17]=[CH:16][CH:15]=[C:14]([C:18]([N:20]3[CH2:21][CH2:22][O:23][CH2:24][CH2:25]3)=[O:19])[CH:13]=2)[C:3]=1[C:26]#[N:27]. (3) Given the reactants C(OC([N:8]1[C@@H:12]([CH2:13][CH2:14][O:15][C:16]2[CH:21]=[CH:20][C:19]([Cl:22])=[CH:18][CH:17]=2)[CH2:11][O:10]C1(C)C)=O)(C)(C)C.Cl, predict the reaction product. The product is: [NH2:8][C@@H:12]([CH2:13][CH2:14][O:15][C:16]1[CH:17]=[CH:18][C:19]([Cl:22])=[CH:20][CH:21]=1)[CH2:11][OH:10]. (4) Given the reactants [OH:1][C:2]1[CH:8]=[C:7]([N+:9]([O-:11])=[O:10])[CH:6]=[CH:5][C:3]=1[NH2:4].[CH3:12][S:13][C:14]1[CH:19]=[CH:18][CH:17]=[CH:16][C:15]=1[N:20]=[C:21]=[O:22], predict the reaction product. The product is: [OH:1][C:2]1[CH:8]=[C:7]([N+:9]([O-:11])=[O:10])[CH:6]=[CH:5][C:3]=1[NH:4][C:21]([NH:20][C:15]1[CH:16]=[CH:17][CH:18]=[CH:19][C:14]=1[S:13][CH3:12])=[O:22]. (5) The product is: [F:27][C:26]([F:29])([F:28])[O:25][C:22]1[CH:21]=[CH:20][C:19]([CH:18]2[CH2:17][NH:16][CH2:15][CH:14]2[NH:13][C:6]2[CH:5]=[CH:4][C:3]([C:1]([NH2:2])=[O:37])=[C:12]3[C:7]=2[CH:8]=[N:9][CH:10]=[N:11]3)=[CH:24][CH:23]=1. Given the reactants [C:1]([C:3]1[CH:4]=[CH:5][C:6]([NH:13][CH:14]2[CH:18]([C:19]3[CH:24]=[CH:23][C:22]([O:25][C:26]([F:29])([F:28])[F:27])=[CH:21][CH:20]=3)[CH2:17][N:16](C(OC(C)(C)C)=O)[CH2:15]2)=[C:7]2[C:12]=1[N:11]=[CH:10][N:9]=[CH:8]2)#[N:2].[OH-:37].[Na+].OO, predict the reaction product. (6) The product is: [Cl:15][C:16]1[C:17]([CH3:26])=[C:18]([C:19]([N:4]2[CH2:5][CH2:6][NH:1][C:2](=[O:7])[CH2:3]2)=[O:20])[CH:22]=[CH:23][C:24]=1[F:25]. Given the reactants [NH:1]1[CH2:6][CH2:5][NH:4][CH2:3][C:2]1=[O:7].C(N(CC)CC)C.[Cl:15][C:16]1[C:17]([CH3:26])=[C:18]([CH:22]=[CH:23][C:24]=1[F:25])[C:19](Cl)=[O:20], predict the reaction product.